This data is from Peptide-MHC class I binding affinity with 185,985 pairs from IEDB/IMGT. The task is: Regression. Given a peptide amino acid sequence and an MHC pseudo amino acid sequence, predict their binding affinity value. This is MHC class I binding data. (1) The MHC is Mamu-A01 with pseudo-sequence Mamu-A01. The peptide sequence is NTSYRSGENL. The binding affinity (normalized) is 0.180. (2) The peptide sequence is NLYGWHLPL. The MHC is HLA-B15:02 with pseudo-sequence HLA-B15:02. The binding affinity (normalized) is 0.787. (3) The peptide sequence is ETRSFTTHF. The MHC is HLA-B18:01 with pseudo-sequence HLA-B18:01. The binding affinity (normalized) is 0.0847. (4) The peptide sequence is ILHCANFNV. The binding affinity (normalized) is 0.549. The MHC is HLA-A02:06 with pseudo-sequence HLA-A02:06. (5) The peptide sequence is MLTNASGHA. The MHC is HLA-A25:01 with pseudo-sequence HLA-A25:01. The binding affinity (normalized) is 0.0847. (6) The peptide sequence is TTILGLLPM. The MHC is HLA-B39:01 with pseudo-sequence HLA-B39:01. The binding affinity (normalized) is 0.406. (7) The peptide sequence is LHTNWFNDYQ. The MHC is Mamu-B17 with pseudo-sequence Mamu-B17. The binding affinity (normalized) is 0.351.